This data is from Full USPTO retrosynthesis dataset with 1.9M reactions from patents (1976-2016). The task is: Predict the reactants needed to synthesize the given product. Given the product [CH2:15]([C:11]1[CH:10]=[C:9]([N:6]2[C:7]3[N:8]=[CH:19][NH:1][C:2]=3[C:3](=[O:18])[NH:4][C:5]2=[S:17])[CH:14]=[CH:13][CH:12]=1)[CH3:16], predict the reactants needed to synthesize it. The reactants are: [NH2:1][C:2]1[C:3](=[O:18])[NH:4][C:5](=[S:17])[N:6]([C:9]2[CH:14]=[CH:13][CH:12]=[C:11]([CH2:15][CH3:16])[CH:10]=2)[C:7]=1[NH2:8].[CH:19](O)=O.